From a dataset of Aqueous solubility values for 9,982 compounds from the AqSolDB database. Regression/Classification. Given a drug SMILES string, predict its absorption, distribution, metabolism, or excretion properties. Task type varies by dataset: regression for continuous measurements (e.g., permeability, clearance, half-life) or binary classification for categorical outcomes (e.g., BBB penetration, CYP inhibition). For this dataset (solubility_aqsoldb), we predict Y. The drug is Clc1ccc(Cl)c(-c2cccc(Cl)c2Cl)c1. The Y is -6.47 log mol/L.